This data is from Catalyst prediction with 721,799 reactions and 888 catalyst types from USPTO. The task is: Predict which catalyst facilitates the given reaction. (1) Reactant: [C:1]([O:5][C:6]([N:8]1[CH2:12][CH2:11][CH2:10][CH:9]1[C:13]1[N:14]([CH2:20][O:21][CH2:22][CH2:23][Si:24]([CH3:27])([CH3:26])[CH3:25])[C:15]([CH:18]=O)=[CH:16][N:17]=1)=[O:7])([CH3:4])([CH3:3])[CH3:2].[CH3:28]C(C)C(=O)C(P(=O)([O-])[O-])=[N+]=[N-].C(=O)([O-])[O-].[K+].[K+].O. Product: [C:1]([O:5][C:6]([N:8]1[CH2:12][CH2:11][CH2:10][CH:9]1[C:13]1[N:14]([CH2:20][O:21][CH2:22][CH2:23][Si:24]([CH3:27])([CH3:26])[CH3:25])[C:15]([C:18]#[CH:28])=[CH:16][N:17]=1)=[O:7])([CH3:3])([CH3:2])[CH3:4]. The catalyst class is: 92. (2) Reactant: [F:1][C@H:2]1[C@H:7]2[NH:8]C(=O)[O:10][C@H:6]2[CH2:5][C@H:4]([CH2:12][OH:13])[C@H:3]1[OH:14].[Li+].[OH-]. Product: [NH2:8][C@@H:7]1[C@H:2]([F:1])[C@H:3]([OH:14])[C@@H:4]([CH2:12][OH:13])[CH2:5][C@@H:6]1[OH:10]. The catalyst class is: 72. (3) Reactant: [NH:1]1[C:5]2=[CH:6][N:7]=[CH:8][CH:9]=[C:4]2[CH:3]=[N:2]1.O(Br)[Br:11].[Na].BrBr.[OH-].[Na+].[Cl-].[NH4+]. Product: [Br:11][C:3]1[C:4]2[C:5](=[CH:6][N:7]=[CH:8][CH:9]=2)[NH:1][N:2]=1. The catalyst class is: 6. (4) Reactant: [CH:1]1([N:4]([CH:18]2[CH2:23][CH2:22][NH:21][CH2:20][CH2:19]2)[S:5]([C:8]2[CH:13]=[CH:12][CH:11]=[C:10]([C:14]([F:17])([F:16])[F:15])[CH:9]=2)(=[O:7])=[O:6])[CH2:3][CH2:2]1.[C:24]([O:28][C:29]([NH:31][CH:32]([CH2:36][C:37]1[CH:38]=[C:39]([CH3:43])[CH:40]=[CH:41][CH:42]=1)[C:33](O)=[O:34])=[O:30])([CH3:27])([CH3:26])[CH3:25].O.ON1C2C=CC=CC=2N=N1.Cl.CN(C)CCCN=C=NCC. Product: [C:24]([O:28][C:29](=[O:30])[NH:31][CH:32]([CH2:36][C:37]1[CH:42]=[CH:41][CH:40]=[C:39]([CH3:43])[CH:38]=1)[C:33]([N:21]1[CH2:22][CH2:23][CH:18]([N:4]([CH:1]2[CH2:3][CH2:2]2)[S:5]([C:8]2[CH:13]=[CH:12][CH:11]=[C:10]([C:14]([F:17])([F:15])[F:16])[CH:9]=2)(=[O:6])=[O:7])[CH2:19][CH2:20]1)=[O:34])([CH3:27])([CH3:26])[CH3:25]. The catalyst class is: 399.